From a dataset of Catalyst prediction with 721,799 reactions and 888 catalyst types from USPTO. Predict which catalyst facilitates the given reaction. Reactant: [CH3:1][C:2]1[O:6][N:5]=[C:4]([C:7]2[CH:12]=[CH:11][CH:10]=[CH:9][CH:8]=2)[C:3]=1[C:13]1[CH:18]=[CH:17][C:16]([O:19][CH2:20][CH2:21][O:22]C2CCCCO2)=[CH:15][CH:14]=1. Product: [CH3:1][C:2]1[O:6][N:5]=[C:4]([C:7]2[CH:8]=[CH:9][CH:10]=[CH:11][CH:12]=2)[C:3]=1[C:13]1[CH:14]=[CH:15][C:16]([O:19][CH2:20][CH2:21][OH:22])=[CH:17][CH:18]=1. The catalyst class is: 55.